Dataset: Reaction yield outcomes from USPTO patents with 853,638 reactions. Task: Predict the reaction yield, written as a fraction of the theoretical maximum amount of product (1.0 means a 100% yield; for example, 0.34 means a 34% yield). (1) The reactants are [Cl:1][C:2]1[C:11]([Cl:12])=[CH:10][CH:9]=[C:8]2[C:3]=1[CH:4]=[C:5]([N:13]=[C:14]=S)[N:6]=[CH:7]2.C(=O)([O-])[O-].[Cs+].[Cs+].Cl.Cl.[NH2:24][CH2:25][C@@:26]1([OH:34])[CH:31]2[CH2:32][CH2:33][N:28]([CH2:29][CH2:30]2)[CH2:27]1.C(N=C=NC(C)C)(C)C. The catalyst is CN(C=O)C. The product is [Cl:1][C:2]1[C:11]([Cl:12])=[CH:10][CH:9]=[C:8]2[C:3]=1[CH:4]=[C:5]([NH:13][C:14]1[O:34][C@:26]3([CH2:25][N:24]=1)[CH:31]1[CH2:32][CH2:33][N:28]([CH2:29][CH2:30]1)[CH2:27]3)[N:6]=[CH:7]2. The yield is 0.506. (2) The reactants are [F:1][C:2]([F:18])([F:17])[C:3]1[CH:8]=[CH:7][C:6]([C:9]2[CH:14]=[CH:13][C:12]([CH2:15][NH2:16])=[CH:11][CH:10]=2)=[CH:5][CH:4]=1.[F:19][C:20]([F:46])([F:45])[C:21]1[CH:26]=[CH:25][C:24]([C:27]2[C:28]([C:33]([NH:35][C:36]3[CH:37]=[C:38]([C:42](O)=[O:43])[N:39]([CH3:41])[CH:40]=3)=[O:34])=[CH:29][CH:30]=[CH:31][CH:32]=2)=[CH:23][CH:22]=1.CN(C(ON1N=NC2C=CC=CC1=2)=[N+](C)C)C.[B-](F)(F)(F)F.C(N(C(C)C)C(C)C)C. The catalyst is CN(C)C=O.ClCCl.C(O)C. The product is [F:1][C:2]([F:17])([F:18])[C:3]1[CH:4]=[CH:5][C:6]([C:9]2[CH:14]=[CH:13][C:12]([CH2:15][NH:16][C:42]([C:38]3[N:39]([CH3:41])[CH:40]=[C:36]([NH:35][C:33]([C:28]4[C:27]([C:24]5[CH:23]=[CH:22][C:21]([C:20]([F:46])([F:19])[F:45])=[CH:26][CH:25]=5)=[CH:32][CH:31]=[CH:30][CH:29]=4)=[O:34])[CH:37]=3)=[O:43])=[CH:11][CH:10]=2)=[CH:7][CH:8]=1. The yield is 1.00.